Dataset: Reaction yield outcomes from USPTO patents with 853,638 reactions. Task: Predict the reaction yield, written as a fraction of the theoretical maximum amount of product (1.0 means a 100% yield; for example, 0.34 means a 34% yield). (1) The reactants are Cl[C:2]1[N:10]=[CH:9][N:8]=[C:7]2[C:3]=1[N:4]=[C:5]([C:18]1[CH:23]=[CH:22][CH:21]=[CH:20][C:19]=1[Cl:24])[N:6]2[C:11]1[CH:16]=[CH:15][C:14]([Cl:17])=[CH:13][CH:12]=1.[NH2:25][C@H:26]1[CH2:31][CH2:30][CH2:29][N:28]([C:32]([O:34][C:35]([CH3:38])([CH3:37])[CH3:36])=[O:33])[CH2:27]1.C(N(CC)CC)C. The catalyst is C(O)C. The product is [Cl:24][C:19]1[CH:20]=[CH:21][CH:22]=[CH:23][C:18]=1[C:5]1[N:6]([C:11]2[CH:12]=[CH:13][C:14]([Cl:17])=[CH:15][CH:16]=2)[C:7]2[C:3]([N:4]=1)=[C:2]([NH:25][C@H:26]1[CH2:31][CH2:30][CH2:29][N:28]([C:32]([O:34][C:35]([CH3:38])([CH3:37])[CH3:36])=[O:33])[CH2:27]1)[N:10]=[CH:9][N:8]=2. The yield is 0.950. (2) The reactants are [C:1]1([OH:7])C=CC=C[CH:2]=1.C[N:9](C)[C:10]1C=[C:12]2[C:17](=[CH:18][CH:19]=1)[CH:16]=[C:15]([C:20]#[C:21][CH:22]([OH:24])C)[CH:14]=[CH:13]2.C[OH:27]. The catalyst is C(Cl)(Cl)Cl. The product is [C:1]([C:20]1[C:15]2[C:14](=[CH:13][C:12]3[NH:9][CH2:10][CH2:19][CH2:18][C:17]=3[CH:16]=2)[O:27][C:22](=[O:24])[CH:21]=1)(=[O:7])[CH3:2]. The yield is 0.340. (3) The reactants are Cl.[O:2]=[C:3]1[NH:12][C:11]2[N:10]=[CH:9][C:8](/[CH:13]=[CH:14]/[C:15]([OH:17])=O)=[CH:7][C:6]=2[CH2:5][CH2:4]1.[C:18]1([CH:24]2[CH2:28][CH2:27][CH2:26][NH:25]2)[CH:23]=[CH:22][CH:21]=[CH:20][CH:19]=1.CCN(C(C)C)C(C)C.CCN=C=NCCCN(C)C. The catalyst is CN(C=O)C. The product is [O:17]=[C:15]([N:25]1[CH2:26][CH2:27][CH2:28][CH:24]1[C:18]1[CH:23]=[CH:22][CH:21]=[CH:20][CH:19]=1)/[CH:14]=[CH:13]/[C:8]1[CH:7]=[C:6]2[C:11](=[N:10][CH:9]=1)[NH:12][C:3](=[O:2])[CH2:4][CH2:5]2. The yield is 0.170. (4) The reactants are [Cl:1][C:2]1[CH:7]=[CH:6][C:5]([O:8][C:9]2[CH:14]=[CH:13][C:12](I)=[CH:11][C:10]=2[O:16][CH3:17])=[CH:4][C:3]=1[Cl:18].C([O-])(=O)C.[K+].[CH3:24][C:25]1([CH3:41])[C:29]([CH3:31])([CH3:30])[O:28][B:27]([B:27]2[O:28][C:29]([CH3:31])([CH3:30])[C:25]([CH3:41])([CH3:24])[O:26]2)[O:26]1. The catalyst is O1CCOCC1.C1C=CC(P(C2C=CC=CC=2)[C-]2C=CC=C2)=CC=1.C1C=CC(P(C2C=CC=CC=2)[C-]2C=CC=C2)=CC=1.Cl[Pd]Cl.[Fe+2]. The product is [Cl:18][C:3]1[CH:4]=[C:5]([CH:6]=[CH:7][C:2]=1[Cl:1])[O:8][C:9]1[CH:14]=[CH:13][C:12]([B:27]2[O:28][C:29]([CH3:31])([CH3:30])[C:25]([CH3:41])([CH3:24])[O:26]2)=[CH:11][C:10]=1[O:16][CH3:17]. The yield is 0.110. (5) The reactants are [CH3:1][C@@H:2]1[CH2:6][CH2:5][CH2:4][N:3]1[CH2:7][CH2:8][C:9]1[O:10][C:11]2[CH:17]=[CH:16][C:15]([C:18]3[CH:25]=[CH:24][C:21]([C:22]#[N:23])=[CH:20][CH:19]=3)=[CH:14][C:12]=2[CH:13]=1.[O-:26][Mn](=O)(=O)=O.[K+].[O-]S([O-])(=O)=O.[Mg+2]. The catalyst is CC(C)=O.O. The product is [CH3:1][C@@H:2]1[CH2:6][CH2:5][C:4](=[O:26])[N:3]1[CH2:7][CH2:8][C:9]1[O:10][C:11]2[CH:17]=[CH:16][C:15]([C:18]3[CH:19]=[CH:20][C:21]([C:22]#[N:23])=[CH:24][CH:25]=3)=[CH:14][C:12]=2[CH:13]=1. The yield is 0.0200. (6) The reactants are [N+:1]([C:4]1[CH:13]=[C:12]([C:14]([F:17])([F:16])[F:15])[CH:11]=[CH:10][C:5]=1[C:6]([O:8][CH3:9])=[O:7])([O-])=O. The catalyst is CCOC(C)=O.[Pd]. The product is [NH2:1][C:4]1[CH:13]=[C:12]([C:14]([F:15])([F:16])[F:17])[CH:11]=[CH:10][C:5]=1[C:6]([O:8][CH3:9])=[O:7]. The yield is 0.930.